Dataset: Forward reaction prediction with 1.9M reactions from USPTO patents (1976-2016). Task: Predict the product of the given reaction. (1) Given the reactants [N:1]1[C:6]2[NH:7][CH:8]=[C:9]([C:10]#[N:11])[C:5]=2[CH:4]=[N:3][CH:2]=1.N[NH:13][C:14]([NH2:16])=[S:15].[NH4+].[OH-], predict the reaction product. The product is: [N:1]1[C:6]2[NH:7][CH:8]=[C:9]([C:10]3[S:15][C:14]([NH2:16])=[N:13][N:11]=3)[C:5]=2[CH:4]=[N:3][CH:2]=1. (2) Given the reactants [CH2:1]([O:8][C:9]([NH:11][CH:12]([CH3:18])[CH2:13][S:14](Br)(=[O:16])=[O:15])=[O:10])[C:2]1[CH:7]=[CH:6][CH:5]=[CH:4][CH:3]=1.[CH2:19]([NH2:21])[CH3:20].Cl, predict the reaction product. The product is: [CH2:19]([NH:21][S:14]([CH2:13][CH:12]([NH:11][C:9]([O:8][CH2:1][C:2]1[CH:7]=[CH:6][CH:5]=[CH:4][CH:3]=1)=[O:10])[CH3:18])(=[O:16])=[O:15])[CH3:20]. (3) Given the reactants [NH2:1][C:2]1[C:7]([C:8]#[N:9])=[C:6]([O:10][CH2:11][CH3:12])[N:5]=[C:4]([C:13]([NH:15][CH2:16][CH:17]2[CH2:22][CH2:21][N:20]([CH2:23][C:24]3[S:28][C:27](Br)=[N:26][CH:25]=3)[CH2:19][CH2:18]2)=[O:14])[CH:3]=1.[NH:30]1[CH:34]=[CH:33][C:32](B(O)O)=[N:31]1.C(=O)([O-])[O-].[Na+].[Na+], predict the reaction product. The product is: [NH:30]1[CH:34]=[CH:33][C:32]([C:27]2[S:28][C:24]([CH2:23][N:20]3[CH2:21][CH2:22][CH:17]([CH2:16][NH:15][C:13](=[O:14])[C:4]4[CH:3]=[C:2]([NH2:1])[C:7]([C:8]#[N:9])=[C:6]([O:10][CH2:11][CH3:12])[N:5]=4)[CH2:18][CH2:19]3)=[CH:25][N:26]=2)=[N:31]1. (4) Given the reactants [CH3:1][C:2]1[N:7]=[C:6]2[S:8][C:9]3[CH2:14][CH2:13][CH2:12][CH2:11][C:10]=3[C:5]2=[C:4]([O:15][C:16]2[CH:21]=[CH:20][CH:19]=[CH:18][CH:17]=2)[C:3]=1[CH:22]([O:27][C:28]([CH3:31])([CH3:30])[CH3:29])[C:23]([O:25]C)=[O:24].[OH-].[Na+], predict the reaction product. The product is: [CH3:1][C:2]1[N:7]=[C:6]2[S:8][C:9]3[CH2:14][CH2:13][CH2:12][CH2:11][C:10]=3[C:5]2=[C:4]([O:15][C:16]2[CH:17]=[CH:18][CH:19]=[CH:20][CH:21]=2)[C:3]=1[CH:22]([O:27][C:28]([CH3:31])([CH3:30])[CH3:29])[C:23]([OH:25])=[O:24]. (5) Given the reactants Br[C:2]1[CH:7]=[C:6]([C:8]([F:11])([F:10])[F:9])[CH:5]=[CH:4][C:3]=1[Cl:12].C1(P(C2CCCCC2)C2C=CC=CC=2C2C(N(C)C)=CC=CC=2)CCCCC1.O1CCOCC1.C([Si](CC)(CC)[O:50][C@H:51]1[CH2:56][CH2:55][C@H:54]([N:57]2[CH2:61][CH2:60][C@:59]3([CH2:66][CH2:65][CH2:64][NH:63][CH2:62]3)[C:58]2=[O:67])[CH2:53][CH2:52]1)C.CC(C)([O-])C.[Na+], predict the reaction product. The product is: [Cl:12][C:3]1[CH:4]=[CH:5][C:6]([C:8]([F:11])([F:10])[F:9])=[CH:7][C:2]=1[N:63]1[CH2:64][CH2:65][CH2:66][C@@:59]2([C:58](=[O:67])[N:57]([C@H:54]3[CH2:53][CH2:52][C@H:51]([OH:50])[CH2:56][CH2:55]3)[CH2:61][CH2:60]2)[CH2:62]1. (6) Given the reactants [CH3:1][O:2][CH2:3][CH2:4][N:5]([CH2:19][C:20]1[CH:25]=[CH:24][C:23]([S:26][C:27]([CH3:36])([CH3:35])[C:28]([O:30]C(C)(C)C)=[O:29])=[CH:22][CH:21]=1)[C:6]1[CH:11]=[CH:10][N:9]=[C:8]([C:12]2[CH:17]=[CH:16][CH:15]=[C:14]([CH3:18])[CH:13]=2)[N:7]=1.[ClH:37], predict the reaction product. The product is: [ClH:37].[CH3:1][O:2][CH2:3][CH2:4][N:5]([CH2:19][C:20]1[CH:21]=[CH:22][C:23]([S:26][C:27]([CH3:36])([CH3:35])[C:28]([OH:30])=[O:29])=[CH:24][CH:25]=1)[C:6]1[CH:11]=[CH:10][N:9]=[C:8]([C:12]2[CH:17]=[CH:16][CH:15]=[C:14]([CH3:18])[CH:13]=2)[N:7]=1.